From a dataset of NCI-60 drug combinations with 297,098 pairs across 59 cell lines. Regression. Given two drug SMILES strings and cell line genomic features, predict the synergy score measuring deviation from expected non-interaction effect. (1) Drug 1: COC1=CC(=CC(=C1O)OC)C2C3C(COC3=O)C(C4=CC5=C(C=C24)OCO5)OC6C(C(C7C(O6)COC(O7)C8=CC=CS8)O)O. Drug 2: C1C(C(OC1N2C=C(C(=O)NC2=O)F)CO)O. Cell line: SK-OV-3. Synergy scores: CSS=46.0, Synergy_ZIP=1.27, Synergy_Bliss=2.25, Synergy_Loewe=1.38, Synergy_HSA=5.93. (2) Drug 1: C1=C(C(=O)NC(=O)N1)F. Drug 2: C1=NC2=C(N=C(N=C2N1C3C(C(C(O3)CO)O)O)F)N. Cell line: TK-10. Synergy scores: CSS=14.0, Synergy_ZIP=-3.46, Synergy_Bliss=-7.07, Synergy_Loewe=-6.83, Synergy_HSA=-4.05. (3) Drug 1: CC(C)(C#N)C1=CC(=CC(=C1)CN2C=NC=N2)C(C)(C)C#N. Drug 2: CC(C)NC(=O)C1=CC=C(C=C1)CNNC.Cl. Cell line: RPMI-8226. Synergy scores: CSS=-1.68, Synergy_ZIP=-0.285, Synergy_Bliss=1.48, Synergy_Loewe=-2.35, Synergy_HSA=-2.35. (4) Drug 1: C(CC(=O)O)C(=O)CN.Cl. Drug 2: C1=NNC2=C1C(=O)NC=N2. Cell line: SN12C. Synergy scores: CSS=9.55, Synergy_ZIP=-3.90, Synergy_Bliss=-0.511, Synergy_Loewe=-0.983, Synergy_HSA=-0.0413. (5) Cell line: A498. Drug 1: CCC1=CC2CC(C3=C(CN(C2)C1)C4=CC=CC=C4N3)(C5=C(C=C6C(=C5)C78CCN9C7C(C=CC9)(C(C(C8N6C)(C(=O)OC)O)OC(=O)C)CC)OC)C(=O)OC.C(C(C(=O)O)O)(C(=O)O)O. Synergy scores: CSS=14.7, Synergy_ZIP=-5.49, Synergy_Bliss=1.56, Synergy_Loewe=-9.26, Synergy_HSA=0.934. Drug 2: CCN(CC)CCNC(=O)C1=C(NC(=C1C)C=C2C3=C(C=CC(=C3)F)NC2=O)C. (6) Drug 1: CC1=C(C(CCC1)(C)C)C=CC(=CC=CC(=CC(=O)O)C)C. Drug 2: C1C(C(OC1N2C=NC3=C2NC=NCC3O)CO)O. Cell line: T-47D. Synergy scores: CSS=15.5, Synergy_ZIP=-5.19, Synergy_Bliss=-0.350, Synergy_Loewe=-1.22, Synergy_HSA=0.531. (7) Drug 1: C1=CC(=CC=C1CCC2=CNC3=C2C(=O)NC(=N3)N)C(=O)NC(CCC(=O)O)C(=O)O. Drug 2: CC1CCC2CC(C(=CC=CC=CC(CC(C(=O)C(C(C(=CC(C(=O)CC(OC(=O)C3CCCCN3C(=O)C(=O)C1(O2)O)C(C)CC4CCC(C(C4)OC)OCCO)C)C)O)OC)C)C)C)OC. Cell line: SF-539. Synergy scores: CSS=36.2, Synergy_ZIP=-4.44, Synergy_Bliss=-7.55, Synergy_Loewe=-4.88, Synergy_HSA=-3.24. (8) Drug 1: C1=C(C(=O)NC(=O)N1)F. Drug 2: C(CCl)NC(=O)N(CCCl)N=O. Cell line: NCIH23. Synergy scores: CSS=32.9, Synergy_ZIP=-8.83, Synergy_Bliss=-11.5, Synergy_Loewe=-15.0, Synergy_HSA=-11.2. (9) Drug 1: CC1=C(C(CCC1)(C)C)C=CC(=CC=CC(=CC(=O)O)C)C. Drug 2: CC1=C(C=C(C=C1)C(=O)NC2=CC(=CC(=C2)C(F)(F)F)N3C=C(N=C3)C)NC4=NC=CC(=N4)C5=CN=CC=C5. Cell line: CCRF-CEM. Synergy scores: CSS=13.7, Synergy_ZIP=-2.60, Synergy_Bliss=-6.95, Synergy_Loewe=12.6, Synergy_HSA=-4.83. (10) Drug 1: C1=C(C(=O)NC(=O)N1)F. Drug 2: CN1C2=C(C=C(C=C2)N(CCCl)CCCl)N=C1CCCC(=O)O.Cl. Cell line: IGROV1. Synergy scores: CSS=41.5, Synergy_ZIP=11.7, Synergy_Bliss=11.8, Synergy_Loewe=7.91, Synergy_HSA=12.8.